Binary Classification. Given a T-cell receptor sequence (or CDR3 region) and an epitope sequence, predict whether binding occurs between them. From a dataset of TCR-epitope binding with 47,182 pairs between 192 epitopes and 23,139 TCRs. (1) The epitope is KLVALGINAV. The TCR CDR3 sequence is CASSMGGEQYF. Result: 1 (the TCR binds to the epitope). (2) The epitope is HTTDPSFLGRY. Result: 1 (the TCR binds to the epitope). The TCR CDR3 sequence is CASSLGEGQNTDTQYF.